From a dataset of Peptide-MHC class I binding affinity with 185,985 pairs from IEDB/IMGT. Regression. Given a peptide amino acid sequence and an MHC pseudo amino acid sequence, predict their binding affinity value. This is MHC class I binding data. (1) The peptide sequence is ASDYSQGAF. The MHC is HLA-B08:01 with pseudo-sequence HLA-B08:01. The binding affinity (normalized) is 0.213. (2) The peptide sequence is NLDLFMSHV. The MHC is HLA-A02:06 with pseudo-sequence HLA-A02:06. The binding affinity (normalized) is 0.564.